From a dataset of Forward reaction prediction with 1.9M reactions from USPTO patents (1976-2016). Predict the product of the given reaction. (1) Given the reactants [CH3:1][CH:2]([S:4](Cl)(=[O:6])=[O:5])[CH3:3].[N:8]1[CH:9]=[CH:10][N:11]2[CH:16]=[CH:15][C:14]([CH2:17][NH:18][C:19](=[O:31])[C:20]3[CH:25]=[CH:24][C:23]([CH:26]4[CH2:30][CH2:29][NH:28][CH2:27]4)=[CH:22][CH:21]=3)=[CH:13][C:12]=12.N1[CH2:35][CH:34](C2C=CC(C(NCC3C=CN4C=CN=C4C=3)=O)=CC=2)[CH2:33]1, predict the reaction product. The product is: [N:8]1[CH:9]=[CH:10][N:11]2[CH:16]=[CH:15][C:14]([CH2:17][NH:18][C:19](=[O:31])[C:20]3[CH:21]=[CH:22][C:23]([CH:26]4[CH2:30][CH2:29][N:28]([S:4]([C:2]5[CH:3]=[CH:35][CH:34]=[CH:33][CH:1]=5)(=[O:6])=[O:5])[CH2:27]4)=[CH:24][CH:25]=3)=[CH:13][C:12]=12. (2) Given the reactants Cl.[Cl:2][C:3]1[CH:4]=[CH:5][C:6]([NH:13][C:14]([CH:16]2[CH2:21][CH2:20][CH2:19][NH:18][CH2:17]2)=[O:15])=[C:7]([CH:12]=1)[C:8]([O:10][CH3:11])=[O:9].[O:22]1[CH:26]=[CH:25][C:24]([C:27]2[CH:28]=[C:29]([CH2:33][C:34](O)=[O:35])[CH:30]=[CH:31][CH:32]=2)=[CH:23]1, predict the reaction product. The product is: [Cl:2][C:3]1[CH:4]=[CH:5][C:6]([NH:13][C:14]([CH:16]2[CH2:21][CH2:20][CH2:19][N:18]([C:34](=[O:35])[CH2:33][C:29]3[CH:30]=[CH:31][CH:32]=[C:27]([C:24]4[CH:25]=[CH:26][O:22][CH:23]=4)[CH:28]=3)[CH2:17]2)=[O:15])=[C:7]([CH:12]=1)[C:8]([O:10][CH3:11])=[O:9].